The task is: Predict the reactants needed to synthesize the given product.. This data is from Full USPTO retrosynthesis dataset with 1.9M reactions from patents (1976-2016). (1) The reactants are: [H-].[Al+3].[Li+].[H-].[H-].[H-].[C:7]([C:9]1[CH:10]=[C:11]2[C:15](=[CH:16][CH:17]=1)[N:14]([S:18]([C:21]1[CH:26]=[CH:25][C:24]([CH3:27])=[CH:23][CH:22]=1)(=[O:20])=[O:19])[CH:13]=[C:12]2[C@H:28]1[CH2:30][C@H:29]1C(=C)C(OC)=O)#[N:8].[O:37]1CCC[CH2:38]1. Given the product [C:7]([C:9]1[CH:10]=[C:11]2[C:15](=[CH:16][CH:17]=1)[N:14]([S:18]([C:21]1[CH:22]=[CH:23][C:24]([CH3:27])=[CH:25][CH:26]=1)(=[O:19])=[O:20])[CH:13]=[C:12]2[C@H:28]1[CH2:30][C@H:29]1[CH2:38][OH:37])#[N:8], predict the reactants needed to synthesize it. (2) The reactants are: C(O)(=O)C.[NH2:5][CH:6]1[CH2:11][CH2:10][N:9]([C:12]([O:14][C:15]([CH3:18])([CH3:17])[CH3:16])=[O:13])[CH2:8][CH:7]1[CH2:19][CH3:20].[Cl:21][C:22]1[N:27]=[C:26](Cl)[C:25]([Cl:29])=[CH:24][N:23]=1. Given the product [Cl:21][C:22]1[N:27]=[C:26]([NH:5][CH:6]2[CH2:11][CH2:10][N:9]([C:12]([O:14][C:15]([CH3:16])([CH3:18])[CH3:17])=[O:13])[CH2:8][CH:7]2[CH2:19][CH3:20])[C:25]([Cl:29])=[CH:24][N:23]=1, predict the reactants needed to synthesize it. (3) Given the product [Cl:12][C:13]1[CH:25]=[N:24][C:16]2[NH:17][C:18]3[CH2:23][CH2:22][N:21]([S:8]([C:5]4[CH:6]=[CH:7][C:2]([Cl:1])=[CH:3][CH:4]=4)(=[O:10])=[O:9])[CH2:20][C:19]=3[C:15]=2[CH:14]=1, predict the reactants needed to synthesize it. The reactants are: [Cl:1][C:2]1[CH:7]=[CH:6][C:5]([S:8](Cl)(=[O:10])=[O:9])=[CH:4][CH:3]=1.[Cl:12][C:13]1[CH:25]=[N:24][C:16]2[NH:17][C:18]3[CH2:23][CH2:22][NH:21][CH2:20][C:19]=3[C:15]=2[CH:14]=1.O.